Dataset: Peptide-MHC class I binding affinity with 185,985 pairs from IEDB/IMGT. Task: Regression. Given a peptide amino acid sequence and an MHC pseudo amino acid sequence, predict their binding affinity value. This is MHC class I binding data. (1) The peptide sequence is YAFFNMPYI. The MHC is H-2-Db with pseudo-sequence H-2-Db. The binding affinity (normalized) is 0.891. (2) The binding affinity (normalized) is 0. The peptide sequence is LDFVRFMGV. The MHC is HLA-B51:01 with pseudo-sequence HLA-B51:01. (3) The peptide sequence is LELAFSGVL. The MHC is BoLA-HD6 with pseudo-sequence BoLA-HD6. The binding affinity (normalized) is 0.298. (4) The peptide sequence is AELLNNQFGT. The MHC is HLA-B44:02 with pseudo-sequence HLA-B44:02. The binding affinity (normalized) is 0.253. (5) The peptide sequence is RPRVAQLTF. The MHC is HLA-A03:01 with pseudo-sequence HLA-A03:01. The binding affinity (normalized) is 0.0847. (6) The peptide sequence is CSPRGSSC. The MHC is Mamu-A02 with pseudo-sequence Mamu-A02. The binding affinity (normalized) is 0.0858.